This data is from Catalyst prediction with 721,799 reactions and 888 catalyst types from USPTO. The task is: Predict which catalyst facilitates the given reaction. (1) Reactant: [NH2:1][C:2]1[C:7]2[C:8]3[CH:14]=[CH:13][C:12]([C:15]([O:17]C)=[O:16])=[CH:11][C:9]=3[S:10][C:6]=2[C:5]([C:19]([NH2:21])=[O:20])=[CH:4][N:3]=1.CO.[Li+].[OH-].O. Product: [NH2:1][C:2]1[C:7]2[C:8]3[CH:14]=[CH:13][C:12]([C:15]([OH:17])=[O:16])=[CH:11][C:9]=3[S:10][C:6]=2[C:5]([C:19]([NH2:21])=[O:20])=[CH:4][N:3]=1. The catalyst class is: 1. (2) Reactant: C(N(CC)C(C)C)(C)C.[CH:10]1([N:16]=[C:17]=[O:18])[CH2:15][CH2:14][CH2:13][CH2:12][CH2:11]1.[Si:19]([O:26][C:27]1[CH:32]=[C:31]([O:33][Si:34]([C:37]([CH3:40])([CH3:39])[CH3:38])([CH3:36])[CH3:35])[CH:30]=[CH:29][C:28]=1[CH:41]1[CH2:46][CH2:45][CH:44]([OH:47])[CH2:43][CH2:42]1)([C:22]([CH3:25])([CH3:24])[CH3:23])([CH3:21])[CH3:20]. Product: [CH:10]1([NH:16][C:17](=[O:18])[O:47][C@H:44]2[CH2:43][CH2:42][C@H:41]([C:28]3[CH:29]=[CH:30][C:31]([O:33][Si:34]([C:37]([CH3:38])([CH3:39])[CH3:40])([CH3:36])[CH3:35])=[CH:32][C:27]=3[O:26][Si:19]([C:22]([CH3:23])([CH3:24])[CH3:25])([CH3:21])[CH3:20])[CH2:46][CH2:45]2)[CH2:15][CH2:14][CH2:13][CH2:12][CH2:11]1. The catalyst class is: 68. (3) Reactant: [Br:1]Br.[CH3:3][N:4]([C:9](=[O:30])[C:10]1[CH:15]=[C:14]([Cl:16])[C:13]([O:17][C:18]2[CH:23]=[CH:22][C:21]([O:24][CH3:25])=[C:20]([CH:26]([CH3:28])[CH3:27])[CH:19]=2)=[C:12]([Cl:29])[CH:11]=1)[CH2:5][C:6]([OH:8])=[O:7].C([O-])(=O)C.[Na+].S([O-])([O-])(=O)=S.[Na+].[Na+]. Product: [CH3:3][N:4]([C:9](=[O:30])[C:10]1[CH:11]=[C:12]([Cl:29])[C:13]([O:17][C:18]2[CH:19]=[C:20]([CH:26]([CH3:28])[CH3:27])[C:21]([O:24][CH3:25])=[CH:22][C:23]=2[Br:1])=[C:14]([Cl:16])[CH:15]=1)[CH2:5][C:6]([OH:8])=[O:7]. The catalyst class is: 211. (4) Reactant: [CH3:1][O:2][C:3](=[O:21])[C:4]1[CH:9]=[CH:8][C:7]([S:10][C:11]2[CH:16]=[CH:15][C:14]([CH2:17][OH:18])=[C:13]([CH3:19])[N:12]=2)=[CH:6][C:5]=1[CH3:20]. Product: [CH3:1][O:2][C:3](=[O:21])[C:4]1[CH:9]=[CH:8][C:7]([S:10][C:11]2[CH:16]=[CH:15][C:14]([CH:17]=[O:18])=[C:13]([CH3:19])[N:12]=2)=[CH:6][C:5]=1[CH3:20]. The catalyst class is: 177. (5) Reactant: [CH2:1]([O:3][C:4]([CH2:6][N:7]1[C:16](=[O:17])[CH:15]2[CH:10]([CH:11]3[C:18](=[C:19]([C:26]4[CH:31]=[CH:30][CH:29]=[CH:28][N:27]=4)[C:20]4[CH:25]=[CH:24][CH:23]=[CH:22][CH:21]=4)[CH:14]2[C:13]([C:32]([OH:45])([C:39]2[CH:44]=[CH:43][CH:42]=[CH:41][N:40]=2)[C:33]2[CH:38]=[CH:37][CH:36]=[CH:35][CH:34]=2)=[CH:12]3)[C:8]1=[O:9])=[O:5])[CH3:2].C(=O)([O-])[O-].[K+].[K+].ClCC(O[CH2:57][CH2:58][CH2:59][CH2:60][CH2:61][CH2:62]CC)=O. Product: [OH:45][C:32]([C:13]1[CH:14]2[C:18](=[C:19]([C:26]3[CH:31]=[CH:30][CH:29]=[CH:28][N:27]=3)[C:20]3[CH:25]=[CH:24][CH:23]=[CH:22][CH:21]=3)[CH:11]([CH:12]=1)[CH:10]1[C:8]([N:7]([CH2:6][C:4]([O:3][CH2:1][CH2:2][CH2:57][CH2:58][CH2:59][CH2:60][CH2:61][CH3:62])=[O:5])[C:16](=[O:17])[CH:15]21)=[O:9])([C:39]1[CH:44]=[CH:43][CH:42]=[CH:41][N:40]=1)[C:33]1[CH:34]=[CH:35][CH:36]=[CH:37][CH:38]=1. The catalyst class is: 9. (6) Reactant: [F:1][C:2]([F:41])([F:40])[C:3]1[CH:8]=[CH:7][C:6]([C:9]2[S:10][C:11]([C@H:25]([O:28]C(=O)[C@H](OC)C3C=CC=CC=3)[CH2:26][CH3:27])=[C:12]([CH2:14][N:15]3[CH2:20][CH2:19][CH:18]([C:21]([F:24])([F:23])[F:22])[CH2:17][CH2:16]3)[N:13]=2)=[CH:5][CH:4]=1.[OH-].[Na+].Cl. Product: [F:41][C:2]([F:1])([F:40])[C:3]1[CH:8]=[CH:7][C:6]([C:9]2[S:10][C:11]([C@H:25]([OH:28])[CH2:26][CH3:27])=[C:12]([CH2:14][N:15]3[CH2:20][CH2:19][CH:18]([C:21]([F:23])([F:22])[F:24])[CH2:17][CH2:16]3)[N:13]=2)=[CH:5][CH:4]=1. The catalyst class is: 738. (7) Reactant: [Br:1][C:2]1[CH:3]=[CH:4][C:5](=[O:22])[N:6]([CH2:10][CH2:11][C:12]2[CH:21]=[CH:20][C:15]([C:16]([O:18][CH3:19])=[O:17])=[CH:14][CH:13]=2)[C:7]=1[CH2:8]Br.[CH2:23]([C:25]1[CH:26]=[CH:27][CH:28]=[C:29]2[C:33]=1[NH:32][CH2:31][CH2:30]2)[CH3:24].C(OCC)(=O)C.O. Product: [Br:1][C:2]1[CH:3]=[CH:4][C:5](=[O:22])[N:6]([CH2:10][CH2:11][C:12]2[CH:21]=[CH:20][C:15]([C:16]([O:18][CH3:19])=[O:17])=[CH:14][CH:13]=2)[C:7]=1[CH2:8][N:32]1[C:33]2[C:29](=[CH:28][CH:27]=[CH:26][C:25]=2[CH2:23][CH3:24])[CH2:30][CH2:31]1. The catalyst class is: 37. (8) Reactant: [C:1]1(/[C:7](/[C:17]#[N:18])=[C:8](/[C:11]2[CH:16]=[CH:15][CH:14]=[CH:13][CH:12]=2)\[C:9]#[N:10])[CH:6]=[CH:5][CH:4]=[CH:3][CH:2]=1.[NH2:19][C:20]1[C:29]2[C:24](=[CH:25][CH:26]=[CH:27][CH:28]=2)[CH:23]=[CH:22][N:21]=1.[Cl-].[Cl-].[Ca+2]. Product: [C:20]1([N:18]=[C:17]2[C:7]([C:1]3[CH:2]=[CH:3][CH:4]=[CH:5][CH:6]=3)=[C:8]([C:11]3[CH:16]=[CH:15][CH:14]=[CH:13][CH:12]=3)[C:9](=[N:19][C:20]3[C:29]4[C:24](=[CH:25][CH:26]=[CH:27][CH:28]=4)[CH:23]=[CH:22][N:21]=3)[NH:10]2)[C:29]2[C:24](=[CH:25][CH:26]=[CH:27][CH:28]=2)[CH:23]=[CH:22][N:21]=1. The catalyst class is: 51. (9) Reactant: C(OC(=O)[NH:7][CH2:8][CH2:9][O:10][C:11]1[CH:12]=[C:13]([C:25]2[NH:26][CH:27]=[CH:28][CH:29]=2)[C:14]2[C:15](=[O:24])[NH:16][C:17]3[C:22]=2[C:21]=1[C:20]([F:23])=[CH:19][CH:18]=3)(C)(C)C.FC(F)(F)C(O)=O. Product: [NH2:7][CH2:8][CH2:9][O:10][C:11]1[CH:12]=[C:13]([C:25]2[NH:26][CH:27]=[CH:28][CH:29]=2)[C:14]2[C:15](=[O:24])[NH:16][C:17]3[C:22]=2[C:21]=1[C:20]([F:23])=[CH:19][CH:18]=3. The catalyst class is: 2.